From a dataset of Reaction yield outcomes from USPTO patents with 853,638 reactions. Predict the reaction yield, written as a fraction of the theoretical maximum amount of product (1.0 means a 100% yield; for example, 0.34 means a 34% yield). The reactants are [CH3:1][CH:2]([CH3:5])[CH2:3]O.[CH3:6][C:7]1[CH:13]=[CH:12][C:11]([C:14]([F:17])([F:16])[F:15])=[CH:10][C:8]=1[NH2:9].[I-].[K+].ClCCl. The catalyst is O. The product is [CH3:6][C:7]1[CH:13]=[CH:12][C:11]([C:14]([F:15])([F:16])[F:17])=[CH:10][C:8]=1[NH:9][CH2:1][CH:2]([CH3:5])[CH3:3]. The yield is 0.367.